This data is from Reaction yield outcomes from USPTO patents with 853,638 reactions. The task is: Predict the reaction yield, written as a fraction of the theoretical maximum amount of product (1.0 means a 100% yield; for example, 0.34 means a 34% yield). (1) The reactants are C1(C)C=CC(S(O[CH2:11][CH2:12][O:13][CH2:14][CH2:15][O:16][CH2:17][CH2:18][O:19][CH2:20][CH2:21][O:22][Si:23]([C:36]([CH3:39])([CH3:38])[CH3:37])([C:30]2[CH:35]=[CH:34][CH:33]=[CH:32][CH:31]=2)[C:24]2[CH:29]=[CH:28][CH:27]=[CH:26][CH:25]=2)(=O)=O)=CC=1.[I-:41].[K+]. The catalyst is CC(C)=O. The product is [I:41][CH2:11][CH2:12][O:13][CH2:14][CH2:15][O:16][CH2:17][CH2:18][O:19][CH2:20][CH2:21][O:22][Si:23]([C:36]([CH3:39])([CH3:38])[CH3:37])([C:30]1[CH:35]=[CH:34][CH:33]=[CH:32][CH:31]=1)[C:24]1[CH:29]=[CH:28][CH:27]=[CH:26][CH:25]=1. The yield is 0.850. (2) The reactants are Cl.Cl.[N:3]1([NH:9][C:10]([C:12]2[CH:13]=[N:14][C:15]([C:18]3[CH:23]=[CH:22][CH:21]=[CH:20][CH:19]=3)=[N:16][CH:17]=2)=[O:11])[CH2:8][CH2:7][NH:6][CH2:5][CH2:4]1.Br[CH:25]1[CH2:29][CH2:28][O:27][C:26]1=[O:30].[H-].[Na+]. The catalyst is CN(C=O)C. The product is [O:30]=[C:26]1[CH:25]([N:6]2[CH2:5][CH2:4][N:3]([NH:9][C:10]([C:12]3[CH:17]=[N:16][C:15]([C:18]4[CH:19]=[CH:20][CH:21]=[CH:22][CH:23]=4)=[N:14][CH:13]=3)=[O:11])[CH2:8][CH2:7]2)[CH2:29][CH2:28][O:27]1. The yield is 0.730. (3) The reactants are Br[C:2]1[N:6](S(C2C=CC=CC=2)(=O)=O)[CH:5]=[C:4]([CH:16]=[O:17])[C:3]=1[CH3:18].[C:19]1(B(O)O)[CH:24]=[CH:23][CH:22]=[CH:21][CH:20]=1.C(=O)([O-])[O-].[Na+].[Na+].[OH-].[Na+]. The catalyst is COCCOC.O. The product is [CH3:18][C:3]1[C:4]([CH:16]=[O:17])=[CH:5][NH:6][C:2]=1[C:19]1[CH:24]=[CH:23][CH:22]=[CH:21][CH:20]=1. The yield is 0.690.